From a dataset of Full USPTO retrosynthesis dataset with 1.9M reactions from patents (1976-2016). Predict the reactants needed to synthesize the given product. (1) Given the product [CH3:33][O:34][CH2:35][C:36]([N:2]1[CH2:6][CH2:5][C@@H:4]([NH:7][C:8]([C:10]2[C:14]3[N:15]=[CH:16][N:17]=[C:18]([C:19]4[C:27]5[O:26][CH2:25][O:24][C:23]=5[CH:22]=[CH:21][C:20]=4[O:28][CH2:29][CH:30]4[CH2:32][CH2:31]4)[C:13]=3[NH:12][CH:11]=2)=[O:9])[CH2:3]1)=[O:37], predict the reactants needed to synthesize it. The reactants are: Cl.[NH:2]1[CH2:6][CH2:5][C@@H:4]([NH:7][C:8]([C:10]2[C:14]3[N:15]=[CH:16][N:17]=[C:18]([C:19]4[C:27]5[O:26][CH2:25][O:24][C:23]=5[CH:22]=[CH:21][C:20]=4[O:28][CH2:29][CH:30]4[CH2:32][CH2:31]4)[C:13]=3[NH:12][CH:11]=2)=[O:9])[CH2:3]1.[CH3:33][O:34][CH2:35][C:36](Cl)=[O:37]. (2) Given the product [CH:1]1([C:6]2[CH:11]=[CH:10][CH:9]=[CH:8][C:7]=2[CH2:12][CH2:13][NH2:15])[CH2:5][CH2:4][CH2:3][CH2:2]1, predict the reactants needed to synthesize it. The reactants are: [CH:1]1([C:6]2[CH:11]=[CH:10][CH:9]=[CH:8][C:7]=2[CH2:12][C:13]([NH2:15])=O)[CH2:5][CH2:4][CH2:3][CH2:2]1.Cl. (3) Given the product [C:1]([C:3]1[CH:4]=[C:5]([CH:20]=[CH:21][CH:22]=1)[CH2:6][N:7]([C:8]1[CH:13]=[C:12]([C:14]2[NH:15][N:16]=[N:17][N:18]=2)[CH:11]=[CH:10][C:9]=1[F:19])[C:23](=[O:25])[CH3:24])#[CH:2], predict the reactants needed to synthesize it. The reactants are: [C:1]([C:3]1[CH:4]=[C:5]([CH:20]=[CH:21][CH:22]=1)[CH2:6][NH:7][C:8]1[CH:13]=[C:12]([C:14]2[NH:18][N:17]=[N:16][N:15]=2)[CH:11]=[CH:10][C:9]=1[F:19])#[CH:2].[C:23](Cl)(=[O:25])[CH3:24]. (4) Given the product [F:13][C:7]1[CH:6]=[C:5]([C:3](=[O:4])[CH:2]([CH3:1])[CH2:25][C:26]([OH:28])=[O:27])[CH:10]=[CH:9][C:8]=1[O:11][CH3:12], predict the reactants needed to synthesize it. The reactants are: [CH3:1][CH2:2][C:3]([C:5]1[CH:10]=[CH:9][C:8]([O:11][CH3:12])=[C:7]([F:13])[CH:6]=1)=[O:4].C[Si](C)(C)N[Si](C)(C)C.[Li].Br[CH2:25][C:26]([O:28]C)=[O:27].[Cl-].[NH4+]. (5) Given the product [Br:1][C:2]1[CH:33]=[CH:32][C:31]([F:34])=[CH:30][C:3]=1[O:4][CH:5]1[CH2:10][CH2:9][N:8]([C:11]2[S:15][C:14]([C:16]3[N:20]=[C:19]([CH2:21][C@@H:22]([OH:26])[C:23]([OH:29])=[O:24])[O:18][N:17]=3)=[N:13][N:12]=2)[CH2:7][CH2:6]1, predict the reactants needed to synthesize it. The reactants are: [Br:1][C:2]1[CH:33]=[CH:32][C:31]([F:34])=[CH:30][C:3]=1[O:4][CH:5]1[CH2:10][CH2:9][N:8]([C:11]2[S:15][C:14]([C:16]3[N:20]=[C:19]([CH2:21][C@H:22]4[O:26]C(C)(C)[O:24][C:23]4=[O:29])[O:18][N:17]=3)=[N:13][N:12]=2)[CH2:7][CH2:6]1.[OH-].[K+].Cl.